From a dataset of Forward reaction prediction with 1.9M reactions from USPTO patents (1976-2016). Predict the product of the given reaction. (1) Given the reactants [Cl:1][C:2]1[CH:7]=[C:6]([Cl:8])[C:5]([O:9][CH3:10])=[CH:4][C:3]=1[NH:11][C:12]1[C:17]([C:18]#[N:19])=[CH:16][N:15]=[C:14]2[CH:20]=[C:21]([C:23]3[CH:27]=[C:26]([CH:28]4OCC[O:29]4)[S:25][CH:24]=3)[S:22][C:13]=12.Cl.C(=O)(O)[O-].[Na+], predict the reaction product. The product is: [Cl:1][C:2]1[CH:7]=[C:6]([Cl:8])[C:5]([O:9][CH3:10])=[CH:4][C:3]=1[NH:11][C:12]1[C:17]([C:18]#[N:19])=[CH:16][N:15]=[C:14]2[CH:20]=[C:21]([C:23]3[CH:27]=[C:26]([CH:28]=[O:29])[S:25][CH:24]=3)[S:22][C:13]=12. (2) Given the reactants [CH3:1][O:2][C:3]1[N:4]=[CH:5][C:6]([NH2:9])=[N:7][CH:8]=1.[Cl-].C[Al+]C.[CH2:14]([N:16]1[CH:24]=[C:23]2[C:18]([CH:19]=[C:20]([C:36](OC)=[O:37])[CH:21]=[C:22]2[O:25][C:26]2[CH:31]=[CH:30][C:29]([S:32]([CH3:35])(=[O:34])=[O:33])=[CH:28][CH:27]=2)=[N:17]1)[CH3:15].C(C(C(C([O-])=O)O)O)([O-])=O.[Na+].[K+], predict the reaction product. The product is: [CH2:14]([N:16]1[CH:24]=[C:23]2[C:18]([CH:19]=[C:20]([C:36]([NH:9][C:6]3[CH:5]=[N:4][C:3]([O:2][CH3:1])=[CH:8][N:7]=3)=[O:37])[CH:21]=[C:22]2[O:25][C:26]2[CH:27]=[CH:28][C:29]([S:32]([CH3:35])(=[O:34])=[O:33])=[CH:30][CH:31]=2)=[N:17]1)[CH3:15]. (3) Given the reactants [CH3:1][N:2]1[C:6]([CH:7]([OH:19])[CH:8]2[CH2:11][N:10]([C:12]([O:14][C:15]([CH3:18])([CH3:17])[CH3:16])=[O:13])[CH2:9]2)=[CH:5][N:4]=[C:3]1[CH3:20], predict the reaction product. The product is: [CH3:1][N:2]1[C:6]([C:7]([CH:8]2[CH2:11][N:10]([C:12]([O:14][C:15]([CH3:17])([CH3:16])[CH3:18])=[O:13])[CH2:9]2)=[O:19])=[CH:5][N:4]=[C:3]1[CH3:20]. (4) Given the reactants O[CH2:2][C:3]1[S:7][C:6]([C:8]2[NH:9][C:10]3[C:15]([CH:16]=2)=[C:14]([CH3:17])[CH:13]=[CH:12][C:11]=3[N:18]([CH3:27])[S:19]([C:22]2[S:23][CH:24]=[CH:25][CH:26]=2)(=[O:21])=[O:20])=[N:5][CH:4]=1.S(Cl)([Cl:30])=O, predict the reaction product. The product is: [Cl:30][CH2:2][C:3]1[S:7][C:6]([C:8]2[NH:9][C:10]3[C:15]([CH:16]=2)=[C:14]([CH3:17])[CH:13]=[CH:12][C:11]=3[N:18]([CH3:27])[S:19]([C:22]2[S:23][CH:24]=[CH:25][CH:26]=2)(=[O:21])=[O:20])=[N:5][CH:4]=1. (5) Given the reactants [CH2:1]([C:3]1[CH:8]=[CH:7][C:6]([CH:9]2[CH2:14][N:13]([C:15]([N:17]3[CH2:22][CH2:21][CH:20]([OH:23])[CH2:19][CH2:18]3)=[O:16])[CH2:12][CH:11]([C:24](O)=O)[CH2:10]2)=[CH:5][CH:4]=1)[CH3:2].[F:27][C:28]1[CH:33]=[CH:32][CH:31]=[CH:30][C:29]=1[C:34](=[N:36][OH:37])[NH2:35], predict the reaction product. The product is: [CH2:1]([C:3]1[CH:8]=[CH:7][C:6]([CH:9]2[CH2:10][CH:11]([C:24]3[O:37][N:36]=[C:34]([C:29]4[CH:30]=[CH:31][CH:32]=[CH:33][C:28]=4[F:27])[N:35]=3)[CH2:12][N:13]([C:15]([N:17]3[CH2:18][CH2:19][CH:20]([OH:23])[CH2:21][CH2:22]3)=[O:16])[CH2:14]2)=[CH:5][CH:4]=1)[CH3:2]. (6) Given the reactants Cl[C:2]1[N:9]=[CH:8][CH:7]=[C:6]([C:10]2[CH:15]=[CH:14][CH:13]=[CH:12][CH:11]=2)[C:3]=1[C:4]#[N:5].O.[NH2:17][NH2:18], predict the reaction product. The product is: [C:10]1([C:6]2[CH:7]=[CH:8][N:9]=[C:2]3[NH:17][N:18]=[C:4]([NH2:5])[C:3]=23)[CH:11]=[CH:12][CH:13]=[CH:14][CH:15]=1. (7) Given the reactants [CH2:1]([C:3]1([OH:22])[CH2:10][CH:9]2[CH:5]([CH2:6][CH:7]([NH:11][CH2:12][C:13]([N:15]3[CH2:19][CH2:18][CH2:17][CH:16]3[C:20]#[N:21])=[O:14])[CH2:8]2)[CH2:4]1)[CH3:2].C(=O)([O-])[O-].[K+].[K+].[C:29](O[C:29]([O:31][C:32]([CH3:35])([CH3:34])[CH3:33])=[O:30])([O:31][C:32]([CH3:35])([CH3:34])[CH3:33])=[O:30].O, predict the reaction product. The product is: [C:32]([O:31][C:29](=[O:30])[N:11]([CH2:12][C:13]([N:15]1[CH2:19][CH2:18][CH2:17][CH:16]1[C:20]#[N:21])=[O:14])[CH:7]1[CH2:8][CH:9]2[CH:5]([CH2:4][C:3]([CH2:1][CH3:2])([OH:22])[CH2:10]2)[CH2:6]1)([CH3:35])([CH3:34])[CH3:33]. (8) Given the reactants P(Cl)(Cl)([Cl:3])=O.[C:6]1(=O)[C:15]2[C:10](=[CH:11][N:12]=[CH:13][CH:14]=2)[CH:9]=[CH:8][NH:7]1, predict the reaction product. The product is: [Cl:3][C:6]1[C:15]2[C:10](=[CH:11][N:12]=[CH:13][CH:14]=2)[CH:9]=[CH:8][N:7]=1.